This data is from Catalyst prediction with 721,799 reactions and 888 catalyst types from USPTO. The task is: Predict which catalyst facilitates the given reaction. (1) The catalyst class is: 407. Product: [CH3:1][O:2][C:3](=[O:28])[CH2:4][C@H:5]1[C:21](=[O:22])[N:20]([CH2:23][C:24]([CH3:25])([CH3:27])[CH3:26])[CH2:19][C:8]2[C:9]3[CH:10]=[N:11][NH:12][C:13]=3[C:14]([CH:16]([CH3:18])[CH3:17])=[CH:15][C:7]=2[CH2:6]1. Reactant: [CH3:1][O:2][C:3](=[O:28])[CH2:4][C@H:5]1[C:21](=[O:22])[N:20]([CH2:23][C:24]([CH3:27])([CH3:26])[CH3:25])[CH2:19][C:8]2[C:9]3[CH:10]=[N:11][NH:12][C:13]=3[C:14]([C:16]([CH3:18])=[CH2:17])=[CH:15][C:7]=2[CH2:6]1.[H][H]. (2) Reactant: [NH2:1][CH2:2][C@H:3]1[CH2:8][CH2:7][C@H:6]([N:9]2[C:13]3=[C:14]4[S:20][CH:19]=[CH:18][C:15]4=[N:16][CH:17]=[C:12]3[N:11]=[C:10]2[CH2:21][C:22]#[N:23])[CH2:5][CH2:4]1.C(N(CC)CC)C.[C:31](Cl)(=[O:34])[CH2:32][CH3:33]. Product: [C:22]([CH2:21][C:10]1[N:9]([C@H:6]2[CH2:7][CH2:8][C@H:3]([CH2:2][NH:1][C:31](=[O:34])[CH2:32][CH3:33])[CH2:4][CH2:5]2)[C:13]2=[C:14]3[S:20][CH:19]=[CH:18][C:15]3=[N:16][CH:17]=[C:12]2[N:11]=1)#[N:23]. The catalyst class is: 2. (3) Reactant: Cl.[NH2:2][OH:3].C(N(CC)CC)C.CS(C)=O.[I:15][C:16]1[CH:23]=[CH:22][C:19]([C:20]#[N:21])=[CH:18][CH:17]=1. Product: [OH:3][N:2]=[C:20]([C:19]1[CH:22]=[CH:23][C:16]([I:15])=[CH:17][CH:18]=1)[NH2:21]. The catalyst class is: 20. (4) Reactant: C(OC([N:8]1[CH2:13][CH2:12][CH:11]([CH2:14][CH2:15][N:16]([CH2:30][CH2:31][C:32]2[CH:37]=[CH:36][C:35]([C:38]#[N:39])=[C:34]([CH3:40])[CH:33]=2)[C:17]2[S:18][C:19]3[CH:25]=[C:24]([C:26]([F:29])([F:28])[F:27])[CH:23]=[CH:22][C:20]=3[N:21]=2)[CH2:10][CH2:9]1)=O)(C)(C)C.FC(F)(F)C(O)=O.NCCC1C=CC(C#N)=C(C)C=1.CC(OC(N1CCC(CC=O)CC1)=O)(C)C.ClC1SC2C=C(C(F)(F)F)C=CC=2N=1.FC(F)(F)C(O)=O. Product: [CH3:40][C:34]1[CH:33]=[C:32]([CH2:31][CH2:30][N:16]([CH2:15][CH2:14][CH:11]2[CH2:10][CH2:9][NH:8][CH2:13][CH2:12]2)[C:17]2[S:18][C:19]3[CH:25]=[C:24]([C:26]([F:28])([F:27])[F:29])[CH:23]=[CH:22][C:20]=3[N:21]=2)[CH:37]=[CH:36][C:35]=1[C:38]#[N:39]. The catalyst class is: 96. (5) Reactant: [N:1]([C:4]1[N:9]=[C:8]([N:10]2[CH2:15][CH2:14][CH:13]([C:16]([O:18]C)=[O:17])[CH2:12][CH2:11]2)[C:7]([Cl:20])=[CH:6][C:5]=1[C:21]1[O:22][C:23]([CH2:26][CH3:27])=[CH:24][N:25]=1)=[N+:2]=[N-:3].[OH-].[Na+].Cl. Product: [N:1]([C:4]1[N:9]=[C:8]([N:10]2[CH2:15][CH2:14][CH:13]([C:16]([OH:18])=[O:17])[CH2:12][CH2:11]2)[C:7]([Cl:20])=[CH:6][C:5]=1[C:21]1[O:22][C:23]([CH2:26][CH3:27])=[CH:24][N:25]=1)=[N+:2]=[N-:3]. The catalyst class is: 5. (6) Reactant: [C:1]([NH:5][C:6]1[CH:11]=[CH:10][CH:9]=[CH:8][C:7]=1[NH:12][C:13]1[C:18]([C:19]([F:22])([F:21])[F:20])=[CH:17][N:16]=[C:15]([NH:23][C@H:24]2[CH2:29][CH2:28][CH2:27][N:26](C(OC(C)(C)C)=O)[CH2:25]2)[N:14]=1)(=[O:4])[CH:2]=[CH2:3].FC(F)(F)C(O)=O.CO. Product: [NH:26]1[CH2:27][CH2:28][CH2:29][C@H:24]([NH:23][C:15]2[N:14]=[C:13]([NH:12][C:7]3[CH:8]=[CH:9][CH:10]=[CH:11][C:6]=3[NH:5][C:1](=[O:4])[CH:2]=[CH2:3])[C:18]([C:19]([F:22])([F:20])[F:21])=[CH:17][N:16]=2)[CH2:25]1. The catalyst class is: 2.